Dataset: Catalyst prediction with 721,799 reactions and 888 catalyst types from USPTO. Task: Predict which catalyst facilitates the given reaction. Reactant: Br[C:2]1[CH:3]=[CH:4][C:5]([CH:8]([OH:13])[C:9]([F:12])([F:11])[F:10])=[N:6][CH:7]=1.[B:14]1([B:14]2[O:18][C:17]([CH3:20])([CH3:19])[C:16]([CH3:22])([CH3:21])[O:15]2)[O:18][C:17]([CH3:20])([CH3:19])[C:16]([CH3:22])([CH3:21])[O:15]1.CC([O-])=O.[K+]. Product: [F:10][C:9]([F:12])([F:11])[CH:8]([C:5]1[CH:4]=[CH:3][C:2]([B:14]2[O:18][C:17]([CH3:20])([CH3:19])[C:16]([CH3:22])([CH3:21])[O:15]2)=[CH:7][N:6]=1)[OH:13]. The catalyst class is: 75.